This data is from Reaction yield outcomes from USPTO patents with 853,638 reactions. The task is: Predict the reaction yield, written as a fraction of the theoretical maximum amount of product (1.0 means a 100% yield; for example, 0.34 means a 34% yield). (1) The reactants are [CH3:1][O:2][C:3]1[CH:4]=[C:5]2[C:9](=[CH:10][CH:11]=1)[N:8]([S:12]([C:15]1[CH:20]=[CH:19][C:18]([CH3:21])=[CH:17][CH:16]=1)(=[O:14])=[O:13])[CH:7]=[CH:6]2.[N+:22]([O-])([OH:24])=[O:23]. The catalyst is C(Cl)Cl. The product is [CH3:1][O:2][C:3]1[C:4]([N+:22]([O-:24])=[O:23])=[C:5]2[C:9](=[CH:10][CH:11]=1)[N:8]([S:12]([C:15]1[CH:20]=[CH:19][C:18]([CH3:21])=[CH:17][CH:16]=1)(=[O:14])=[O:13])[CH:7]=[CH:6]2. The yield is 0.750. (2) The reactants are Cl[C:2]1[CH:7]=[CH:6][C:5]([N+:8]([O-:10])=[O:9])=[CH:4][N:3]=1.[C:11]([C:15]1[CH:16]=[C:17]([OH:21])[CH:18]=[CH:19][CH:20]=1)([CH3:14])([CH3:13])[CH3:12].C([O-])([O-])=O.[K+].[K+]. The yield is 0.990. The product is [C:11]([C:15]1[CH:16]=[C:17]([CH:18]=[CH:19][CH:20]=1)[O:21][C:2]1[CH:7]=[CH:6][C:5]([N+:8]([O-:10])=[O:9])=[CH:4][N:3]=1)([CH3:14])([CH3:12])[CH3:13]. The catalyst is CS(C)=O. (3) The reactants are [C:1]1([C:7]2([C:10]([OH:12])=[O:11])[CH2:9][CH2:8]2)[CH:6]=[CH:5][CH:4]=[CH:3][CH:2]=1.[CH3:13]C1C=CC(S(O)(=O)=O)=CC=1.CCOC(C)=O. The catalyst is CO. The product is [C:1]1([C:7]2([C:10]([O:12][CH3:13])=[O:11])[CH2:9][CH2:8]2)[CH:6]=[CH:5][CH:4]=[CH:3][CH:2]=1. The yield is 0.960.